Task: Regression. Given two drug SMILES strings and cell line genomic features, predict the synergy score measuring deviation from expected non-interaction effect.. Dataset: NCI-60 drug combinations with 297,098 pairs across 59 cell lines (1) Drug 1: C1CN1P(=S)(N2CC2)N3CC3. Drug 2: C#CCC(CC1=CN=C2C(=N1)C(=NC(=N2)N)N)C3=CC=C(C=C3)C(=O)NC(CCC(=O)O)C(=O)O. Cell line: SK-MEL-28. Synergy scores: CSS=46.8, Synergy_ZIP=1.27, Synergy_Bliss=-0.412, Synergy_Loewe=-8.64, Synergy_HSA=-0.386. (2) Drug 1: C1CC(C1)(C(=O)O)C(=O)O.[NH2-].[NH2-].[Pt+2]. Drug 2: CS(=O)(=O)CCNCC1=CC=C(O1)C2=CC3=C(C=C2)N=CN=C3NC4=CC(=C(C=C4)OCC5=CC(=CC=C5)F)Cl. Cell line: EKVX. Synergy scores: CSS=14.8, Synergy_ZIP=-4.94, Synergy_Bliss=-0.518, Synergy_Loewe=0.488, Synergy_HSA=0.745. (3) Drug 1: C(CC(=O)O)C(=O)CN.Cl. Drug 2: CC(C)NC(=O)C1=CC=C(C=C1)CNNC.Cl. Cell line: SK-MEL-5. Synergy scores: CSS=14.6, Synergy_ZIP=-2.07, Synergy_Bliss=1.89, Synergy_Loewe=2.67, Synergy_HSA=1.96. (4) Drug 1: CNC(=O)C1=CC=CC=C1SC2=CC3=C(C=C2)C(=NN3)C=CC4=CC=CC=N4. Drug 2: C1CC(=O)NC(=O)C1N2C(=O)C3=CC=CC=C3C2=O. Cell line: UACC-257. Synergy scores: CSS=3.49, Synergy_ZIP=0.0860, Synergy_Bliss=3.97, Synergy_Loewe=3.32, Synergy_HSA=3.10. (5) Drug 1: CN1C(=O)N2C=NC(=C2N=N1)C(=O)N. Drug 2: C1=NC2=C(N1)C(=S)N=CN2. Cell line: ACHN. Synergy scores: CSS=16.1, Synergy_ZIP=-7.63, Synergy_Bliss=2.53, Synergy_Loewe=-18.5, Synergy_HSA=2.42. (6) Drug 1: C1=C(C(=O)NC(=O)N1)F. Drug 2: CC1C(C(CC(O1)OC2CC(CC3=C2C(=C4C(=C3O)C(=O)C5=CC=CC=C5C4=O)O)(C(=O)C)O)N)O. Cell line: MDA-MB-231. Synergy scores: CSS=44.2, Synergy_ZIP=-8.06, Synergy_Bliss=-6.37, Synergy_Loewe=-8.27, Synergy_HSA=-1.72. (7) Drug 1: CN1C2=C(C=C(C=C2)N(CCCl)CCCl)N=C1CCCC(=O)O.Cl. Drug 2: CCC1(C2=C(COC1=O)C(=O)N3CC4=CC5=C(C=CC(=C5CN(C)C)O)N=C4C3=C2)O.Cl. Cell line: HCT-15. Synergy scores: CSS=28.5, Synergy_ZIP=2.92, Synergy_Bliss=10.3, Synergy_Loewe=-14.1, Synergy_HSA=4.86. (8) Drug 1: CCCS(=O)(=O)NC1=C(C(=C(C=C1)F)C(=O)C2=CNC3=C2C=C(C=N3)C4=CC=C(C=C4)Cl)F. Drug 2: CC1CCCC2(C(O2)CC(NC(=O)CC(C(C(=O)C(C1O)C)(C)C)O)C(=CC3=CSC(=N3)C)C)C. Cell line: SW-620. Synergy scores: CSS=-6.00, Synergy_ZIP=18.6, Synergy_Bliss=9.63, Synergy_Loewe=-12.1, Synergy_HSA=-9.36.